From a dataset of Catalyst prediction with 721,799 reactions and 888 catalyst types from USPTO. Predict which catalyst facilitates the given reaction. Reactant: [Cl:1][C:2]1[CH:3]=[C:4]([CH:8]2[O:12]C(=O)[NH:10][CH:9]2[CH2:14][C:15]2[CH:16]=[CH:17][C:18]3[O:22][CH2:21][C:20]([CH3:24])([CH3:23])[C:19]=3[CH:25]=2)[CH:5]=[CH:6][CH:7]=1.[OH-].[Na+]. Product: [NH2:10][CH:9]([CH2:14][C:15]1[CH:16]=[CH:17][C:18]2[O:22][CH2:21][C:20]([CH3:23])([CH3:24])[C:19]=2[CH:25]=1)[CH:8]([C:4]1[CH:5]=[CH:6][CH:7]=[C:2]([Cl:1])[CH:3]=1)[OH:12]. The catalyst class is: 8.